From a dataset of Forward reaction prediction with 1.9M reactions from USPTO patents (1976-2016). Predict the product of the given reaction. (1) Given the reactants [Br:1][C:2]1[CH:3]=[C:4]([CH:28]=[CH:29][C:30]=1[O:31]C)[CH2:5][C@H:6]1[C@H:14]2[C@@H:10]([N:11]([CH2:16][C:17]3[CH:22]=[CH:21][CH:20]=[C:19]([CH:23]([CH3:25])[CH3:24])[CH:18]=3)[C:12](=[O:15])[O:13]2)[CH2:9][S:8](=[O:27])(=[O:26])[CH2:7]1.B(Br)(Br)Br, predict the reaction product. The product is: [Br:1][C:2]1[CH:3]=[C:4]([CH:28]=[CH:29][C:30]=1[OH:31])[CH2:5][C@H:6]1[C@H:14]2[C@@H:10]([N:11]([CH2:16][C:17]3[CH:22]=[CH:21][CH:20]=[C:19]([CH:23]([CH3:25])[CH3:24])[CH:18]=3)[C:12](=[O:15])[O:13]2)[CH2:9][S:8](=[O:27])(=[O:26])[CH2:7]1. (2) Given the reactants C(NC(C1SC(NC(N(CC(OC)OC)CC2C=CC(F)=CC=2)=O)=NC=1C)=O)C1C=CC=CC=1.C[O:36][CH:37](OC)[CH2:38][N:39]([CH2:59][C:60]1[CH:65]=[CH:64][C:63]([F:66])=[CH:62][CH:61]=1)[C:40](=[O:58])[NH:41][C:42]1[S:43][C:44]([C:48]([NH:50][CH2:51][C:52]2[CH:53]=[N:54][CH:55]=[CH:56][CH:57]=2)=[O:49])=[C:45]([CH3:47])[N:46]=1, predict the reaction product. The product is: [F:66][C:63]1[CH:64]=[CH:65][C:60]([CH2:59][N:39]2[CH2:38][CH:37]([OH:36])[N:41]([C:42]3[S:43][C:44]([C:48]([NH:50][CH2:51][C:52]4[CH:53]=[N:54][CH:55]=[CH:56][CH:57]=4)=[O:49])=[C:45]([CH3:47])[N:46]=3)[C:40]2=[O:58])=[CH:61][CH:62]=1. (3) Given the reactants Cl.[Br:2][C:3]1[CH:8]=[CH:7][CH:6]=[CH:5][C:4]=1[CH2:9][C:10](=[NH:12])[NH2:11].C[O:14][C:15](=O)/[C:16](/[O:26][CH2:27][C:28]1[CH:33]=[CH:32][CH:31]=[CH:30][CH:29]=1)=[C:17](\O)/[C:18]([O:20][C:21]([CH3:24])([CH3:23])[CH3:22])=[O:19].C[O-].[Na+].Cl, predict the reaction product. The product is: [C:21]([O:20][C:18]([C:17]1[NH:12][C:10]([CH2:9][C:4]2[CH:5]=[CH:6][CH:7]=[CH:8][C:3]=2[Br:2])=[N:11][C:15](=[O:14])[C:16]=1[O:26][CH2:27][C:28]1[CH:33]=[CH:32][CH:31]=[CH:30][CH:29]=1)=[O:19])([CH3:24])([CH3:22])[CH3:23]. (4) Given the reactants [Cl:1][C:2]1[CH:7]=[CH:6][C:5]([OH:8])=[C:4](I)[CH:3]=1.[C:10]([C:12]1[CH:13]=[C:14]([CH:20]=[CH:21][CH:22]=1)[C:15]([O:17][CH2:18][CH3:19])=[O:16])#[CH:11].C1(P(C2C=CC=CC=2)C2C=CC=CC=2)C=CC=CC=1, predict the reaction product. The product is: [Cl:1][C:2]1[CH:7]=[CH:6][C:5]2[O:8][C:10]([C:12]3[CH:13]=[C:14]([CH:20]=[CH:21][CH:22]=3)[C:15]([O:17][CH2:18][CH3:19])=[O:16])=[CH:11][C:4]=2[CH:3]=1.